From a dataset of Catalyst prediction with 721,799 reactions and 888 catalyst types from USPTO. Predict which catalyst facilitates the given reaction. (1) Reactant: [Br:1][C:2]1[C:3]([CH:12]=O)=[N:4][C:5]2[C:10]([CH:11]=1)=[CH:9][CH:8]=[CH:7][CH:6]=2.[CH2:14]([NH2:16])[CH3:15].C(O)(=O)C.C([BH3-])#N.[Na+].C([O-])(O)=O.[Na+]. Product: [Br:1][C:2]1[C:3]([CH2:12][NH:16][CH2:14][CH3:15])=[N:4][C:5]2[C:10]([CH:11]=1)=[CH:9][CH:8]=[CH:7][CH:6]=2. The catalyst class is: 5. (2) Reactant: [OH2:1].[CH3:2][S:3][C:4]1[CH:10]=[CH:9][C:7]([NH2:8])=[CH:6][CH:5]=1.[OH:11]O.Cl. Product: [CH3:2][S:3]([C:4]1[CH:10]=[CH:9][C:7]([NH2:8])=[CH:6][CH:5]=1)(=[O:11])=[O:1]. The catalyst class is: 671.